From a dataset of Reaction yield outcomes from USPTO patents with 853,638 reactions. Predict the reaction yield, written as a fraction of the theoretical maximum amount of product (1.0 means a 100% yield; for example, 0.34 means a 34% yield). (1) The reactants are Cl[C:2]1[N:3]=[N:4][C:5]([CH3:8])=[CH:6][CH:7]=1.[Cl:9][C:10]1[CH:15]=[CH:14][CH:13]=[CH:12][C:11]=1B(O)O.O1CCOCC1.C([O-])([O-])=O.[Na+].[Na+]. The catalyst is CCOC(C)=O.C1C=CC([P]([Pd]([P](C2C=CC=CC=2)(C2C=CC=CC=2)C2C=CC=CC=2)([P](C2C=CC=CC=2)(C2C=CC=CC=2)C2C=CC=CC=2)[P](C2C=CC=CC=2)(C2C=CC=CC=2)C2C=CC=CC=2)(C2C=CC=CC=2)C2C=CC=CC=2)=CC=1. The product is [Cl:9][C:10]1[CH:15]=[CH:14][CH:13]=[CH:12][C:11]=1[C:2]1[N:3]=[N:4][C:5]([CH3:8])=[CH:6][CH:7]=1. The yield is 0.950. (2) The reactants are [F:1][C:2]1[CH:3]=[C:4]([CH:10]2[CH2:15][CH:14]([C:16]([O:18]C)=[O:17])[CH2:13][CH2:12][N:11]2[C:20]([O:22][CH3:23])=[O:21])[CH:5]=[C:6]([F:9])[C:7]=1[F:8].[Br-].[Li+].CCN(CC)CC.CC(OC)(C)C. The catalyst is C(#N)C.O. The product is [CH3:23][O:22][C:20]([N:11]1[CH2:12][CH2:13][CH:14]([C:16]([OH:18])=[O:17])[CH2:15][CH:10]1[C:4]1[CH:5]=[C:6]([F:9])[C:7]([F:8])=[C:2]([F:1])[CH:3]=1)=[O:21]. The yield is 0.840. (3) The reactants are O[CH:2]1[C:6]2[CH:7]=[C:8]([NH:13][C:14](=[O:20])[CH2:15][C:16]([CH3:19])([CH3:18])[CH3:17])[C:9]([CH3:12])=[C:10]([CH3:11])[C:5]=2[O:4][C:3]1([CH3:22])[CH3:21].[NH2:23][C:24]1[CH:29]=[CH:28][CH:27]=[CH:26][CH:25]=1. The catalyst is C(OCC)(=O)C.CCCCCC. The product is [NH:23]([CH:2]1[C:6]2[CH:7]=[C:8]([NH:13][C:14](=[O:20])[CH2:15][C:16]([CH3:18])([CH3:17])[CH3:19])[C:9]([CH3:12])=[C:10]([CH3:11])[C:5]=2[O:4][C:3]1([CH3:22])[CH3:21])[C:24]1[CH:29]=[CH:28][CH:27]=[CH:26][CH:25]=1. The yield is 0.790.